Dataset: Reaction yield outcomes from USPTO patents with 853,638 reactions. Task: Predict the reaction yield, written as a fraction of the theoretical maximum amount of product (1.0 means a 100% yield; for example, 0.34 means a 34% yield). The reactants are Br[CH2:2][CH2:3][CH2:4][CH:5]=[CH2:6].CON(C)[C:10]([C:12]1[C:13]([CH:26]=[CH2:27])=[N:14][N:15]([CH2:17][C:18]2[CH:23]=[CH:22][C:21]([O:24][CH3:25])=[CH:20][CH:19]=2)[CH:16]=1)=[O:11]. The catalyst is C1COCC1. The product is [CH3:25][O:24][C:21]1[CH:20]=[CH:19][C:18]([CH2:17][N:15]2[CH:16]=[C:12]([C:10](=[O:11])[CH2:6][CH2:5][CH2:4][CH:3]=[CH2:2])[C:13]([CH:26]=[CH2:27])=[N:14]2)=[CH:23][CH:22]=1. The yield is 0.130.